This data is from Reaction yield outcomes from USPTO patents with 853,638 reactions. The task is: Predict the reaction yield, written as a fraction of the theoretical maximum amount of product (1.0 means a 100% yield; for example, 0.34 means a 34% yield). (1) The reactants are C(N(CC)CC)C.[C:8]([O:12][C:13](=[O:30])[NH:14][C:15]1[CH:16]=[C:17]2[C:28](=[O:29])[NH:27][N:26]=[CH:25][C:19]3=[C:20](Cl)[NH:21][C:22]([CH:23]=1)=[C:18]23)([CH3:11])([CH3:10])[CH3:9].[NH:31]1[CH2:36][CH2:35][O:34][CH2:33][CH2:32]1.C(O)CCC. The catalyst is CO. The product is [C:8]([O:12][C:13](=[O:30])[NH:14][C:15]1[CH:16]=[C:17]2[C:28](=[O:29])[NH:27][N:26]=[CH:25][C:19]3=[C:20]([N:31]4[CH2:36][CH2:35][O:34][CH2:33][CH2:32]4)[NH:21][C:22]([CH:23]=1)=[C:18]23)([CH3:11])([CH3:10])[CH3:9]. The yield is 0.230. (2) The reactants are [N:1]1[CH:6]=[CH:5][N:4]=[CH:3][C:2]=1[NH:7][C:8]([NH:10]C(=O)OCC)=S.Cl.NO.CC[N:21](C(C)C)C(C)C.C(O)C. The catalyst is CO. The product is [N:7]1[C:8]([NH2:10])=[N:21][N:1]2[CH:6]=[CH:5][N:4]=[CH:3][C:2]=12. The yield is 0.920. (3) The reactants are [Cl:1][C:2]1[C:3]([C:26]2[N:30]3[CH:31]=[CH:32][CH:33]=[CH:34][C:29]3=[N:28][CH:27]=2)=[N:4][C:5]([NH:8][C:9]2[CH:14]=[CH:13][C:12]([CH2:15][C:16]([N:18]3[CH2:23][CH2:22]N[CH2:20][CH2:19]3)=[O:17])=[CH:11][C:10]=2[O:24][CH3:25])=[N:6][CH:7]=1.N1CC[O:38]CC1.CN(C(ON1N=NC2C=CC=NC1=2)=[N+](C)C)C.F[P-](F)(F)(F)(F)F. The catalyst is CC(N(C)C)=O. The product is [Cl:1][C:2]1[C:3]([C:26]2[N:30]3[CH:31]=[CH:32][CH:33]=[CH:34][C:29]3=[N:28][CH:27]=2)=[N:4][C:5]([NH:8][C:9]2[CH:14]=[CH:13][C:12]([CH2:15][C:16]([N:18]3[CH2:23][CH2:22][O:38][CH2:20][CH2:19]3)=[O:17])=[CH:11][C:10]=2[O:24][CH3:25])=[N:6][CH:7]=1. The yield is 0.140. (4) The catalyst is C(OCC)(=O)CC. The yield is 0.0800. The product is [F:9][C:10]1[CH:11]=[CH:12][C:13]([C:16]2([CH3:17])[CH:7]([C:3]3[N:2]([CH3:1])[CH:6]=[CH:5][N:4]=3)[C:30](=[O:31])[C:29]3[C:24]([C:23]([O:22][CH2:21][CH3:20])=[O:28])=[CH:25][CH:26]=[CH:27][C:19]=3[NH:18]2)=[CH:14][CH:15]=1. The reactants are [CH3:1][N:2]1[CH:6]=[CH:5][N:4]=[C:3]1[CH:7]=O.[F:9][C:10]1[CH:15]=[CH:14][C:13](/[C:16](=[N:18]/[C:19]2[CH:27]=[CH:26][CH:25]=[C:24]3[C:20]=2[CH2:21][O:22][C:23]3=[O:28])/[CH3:17])=[CH:12][CH:11]=1.[CH3:29][CH2:30][O-:31].[Na+].C(OCC)(=O)C. (5) The reactants are [CH3:1][C:2]([CH3:9])=[CH:3][CH2:4][CH2:5][C@@H:6]([OH:8])[CH3:7]. The catalyst is [Pd].CO. The product is [CH3:1][CH:2]([CH3:9])[CH2:3][CH2:4][CH2:5][C@@H:6]([OH:8])[CH3:7]. The yield is 0.850. (6) The reactants are [F:1][C:2]1[CH:8]=[CH:7][C:5]([NH2:6])=[CH:4][C:3]=1[N+:9]([O-:11])=[O:10].[F:12][C:13]([F:24])([F:23])[C:14]1[CH:15]=[C:16]([CH:20]=[CH:21][CH:22]=1)[C:17](Cl)=[O:18].CCN(C(C)C)C(C)C.O. The catalyst is O1CCCC1. The product is [F:1][C:2]1[CH:8]=[CH:7][C:5]([NH:6][C:17](=[O:18])[C:16]2[CH:20]=[CH:21][CH:22]=[C:14]([C:13]([F:12])([F:23])[F:24])[CH:15]=2)=[CH:4][C:3]=1[N+:9]([O-:11])=[O:10]. The yield is 0.970.